The task is: Predict the reactants needed to synthesize the given product.. This data is from Full USPTO retrosynthesis dataset with 1.9M reactions from patents (1976-2016). (1) Given the product [CH:16]([NH:15][C:6]1[C:5]2[C:10](=[CH:11][C:2]([C:24]3[N:25]=[CH:26][S:27][CH:28]=3)=[CH:3][CH:4]=2)[N:9]=[N:8][C:7]=1[C:12]([NH2:14])=[O:13])([CH3:18])[CH3:17], predict the reactants needed to synthesize it. The reactants are: I[C:2]1[CH:11]=[C:10]2[C:5]([C:6]([NH:15][CH:16]([CH3:18])[CH3:17])=[C:7]([C:12]([NH2:14])=[O:13])[N:8]=[N:9]2)=[CH:4][CH:3]=1.C([Sn](CCCC)(CCCC)[C:24]1[N:25]=[CH:26][S:27][CH:28]=1)CCC. (2) Given the product [C:1]([O:5][C:6](=[O:15])[NH:7][C:8]1[C:13]([CH:36]=[O:37])=[CH:12][CH:11]=[C:10]([Cl:14])[N:9]=1)([CH3:4])([CH3:2])[CH3:3], predict the reactants needed to synthesize it. The reactants are: [C:1]([O:5][C:6](=[O:15])[NH:7][C:8]1[CH:13]=[CH:12][CH:11]=[C:10]([Cl:14])[N:9]=1)([CH3:4])([CH3:3])[CH3:2].C(N(CC)CCN(CC)CC)C.C([Li])CCC.CN([CH:36]=[O:37])C. (3) Given the product [OH:1][CH:2]([C:8]1[CH:9]=[N:10][CH:11]=[C:12]([C:14]2[CH:15]=[C:16]3[C:22]([C:23]4[O:24][CH:25]=[CH:26][N:27]=4)=[CH:21][NH:20][C:17]3=[N:18][CH:19]=2)[CH:13]=1)[C:3]([N:5]([CH3:6])[CH3:7])=[O:4], predict the reactants needed to synthesize it. The reactants are: [OH:1][CH:2]([C:8]1[CH:9]=[N:10][CH:11]=[C:12]([C:14]2[CH:15]=[C:16]3[C:22]([C:23]4[O:24][CH:25]=[CH:26][N:27]=4)=[CH:21][N:20](COCC[Si](C)(C)C)[C:17]3=[N:18][CH:19]=2)[CH:13]=1)[C:3]([N:5]([CH3:7])[CH3:6])=[O:4]. (4) Given the product [CH2:15]([N:17]([CH2:18][CH3:19])[CH2:2][CH2:3][N:4]1[CH:8]([OH:9])[C:7]2[C:6](=[CH:13][CH:12]=[CH:11][CH:10]=2)[CH:5]1[OH:14])[CH3:16], predict the reactants needed to synthesize it. The reactants are: Br[CH2:2][CH2:3][N:4]1[C:8](=[O:9])[C:7]2=[CH:10][CH:11]=[CH:12][CH:13]=[C:6]2[C:5]1=[O:14].[CH2:15]([NH:17][CH2:18][CH3:19])[CH3:16]. (5) Given the product [Br:9][C:10]1[CH:11]=[CH:12][C:13]([O:18][CH:19]([CH3:21])[CH3:20])=[C:14]([C:15](=[O:16])[C:8]#[C:7][C:1]2[CH:6]=[CH:5][CH:4]=[CH:3][CH:2]=2)[CH:17]=1, predict the reactants needed to synthesize it. The reactants are: [C:1]1([C:7]#[CH:8])[CH:6]=[CH:5][CH:4]=[CH:3][CH:2]=1.[Br:9][C:10]1[CH:11]=[CH:12][C:13]([O:18][CH:19]([CH3:21])[CH3:20])=[C:14]([CH:17]=1)[CH:15]=[O:16].